From a dataset of Full USPTO retrosynthesis dataset with 1.9M reactions from patents (1976-2016). Predict the reactants needed to synthesize the given product. (1) Given the product [CH:1]1([N:6]2[CH2:12][CH:11]([CH2:13][CH3:14])[C:10](=[O:15])[N:9]([CH2:16][CH3:17])[C:8]3[CH:18]=[N:19][C:20]([NH:22][C:23]4[CH:31]=[CH:30][C:26]([C:27]([NH:67][CH:68]5[CH2:73][CH2:72][N:71]([CH3:74])[CH2:70][CH2:69]5)=[O:29])=[CH:25][C:24]=4[O:32][CH3:33])=[N:21][C:7]2=3)[CH2:2][CH2:3][CH2:4][CH2:5]1, predict the reactants needed to synthesize it. The reactants are: [CH:1]1([N:6]2[CH2:12][CH:11]([CH2:13][CH3:14])[C:10](=[O:15])[N:9]([CH2:16][CH3:17])[C:8]3[CH:18]=[N:19][C:20]([NH:22][C:23]4[CH:31]=[CH:30][C:26]([C:27]([OH:29])=O)=[CH:25][C:24]=4[O:32][CH3:33])=[N:21][C:7]2=3)[CH2:5][CH2:4][CH2:3][CH2:2]1.F[P-](F)(F)(F)(F)F.CN(C(N(C)C)=[N+]1C2C(=NC=CC=2)[N+]([O-])=N1)C.C(N(C(C)C)C(C)C)C.[NH2:67][CH:68]1[CH2:73][CH2:72][N:71]([CH3:74])[CH2:70][CH2:69]1. (2) Given the product [F:28][C:15]1[C:16]([NH:21][S:22]([CH2:25][CH2:26][CH3:27])(=[O:23])=[O:24])=[CH:17][CH:18]=[C:19]([F:20])[C:14]=1[NH:13][C:11]([C:8]1[C:4]2[N:5]=[CH:6][N:7]=[CH:2][C:3]=2[S:10][CH:9]=1)=[O:12], predict the reactants needed to synthesize it. The reactants are: Cl[C:2]1[C:3]2[S:10][CH:9]=[C:8]([C:11]([NH:13][C:14]3[C:19]([F:20])=[CH:18][CH:17]=[C:16]([NH:21][S:22]([CH2:25][CH2:26][CH3:27])(=[O:24])=[O:23])[C:15]=3[F:28])=[O:12])[C:4]=2[N:5]=[CH:6][N:7]=1.C([SnH](CCCC)CCCC)CCC. (3) Given the product [OH:14][NH:13][C:1]([C:3]1[CH:4]=[C:5]2[C:9](=[CH:10][CH:11]=1)[NH:8][CH:7]=[CH:6]2)=[NH:2], predict the reactants needed to synthesize it. The reactants are: [C:1]([C:3]1[CH:4]=[C:5]2[C:9](=[CH:10][CH:11]=1)[NH:8][CH:7]=[CH:6]2)#[N:2].Cl.[NH2:13][OH:14].C([O-])([O-])=O.[Na+].[Na+]. (4) Given the product [CH2:1]([C:5]1([CH2:30][CH2:29][C:31](=[O:32])[CH3:33])[CH2:14][CH2:13][C:12]2[C:7](=[CH:8][CH:9]=[C:10]([O:15][CH3:16])[CH:11]=2)[C:6]1=[O:17])[CH2:2][CH2:3][CH3:4], predict the reactants needed to synthesize it. The reactants are: [CH2:1]([CH:5]1[CH2:14][CH2:13][C:12]2[C:7](=[CH:8][CH:9]=[C:10]([O:15][CH3:16])[CH:11]=2)[C:6]1=[O:17])[CH2:2][CH2:3][CH3:4].N12CCCN=C1CCCCC2.[CH:29]([C:31]([CH3:33])=[O:32])=[CH2:30].